From a dataset of Catalyst prediction with 721,799 reactions and 888 catalyst types from USPTO. Predict which catalyst facilitates the given reaction. (1) Product: [NH2:8][CH2:9][C@@H:10]([NH:18][C:19](=[O:25])[O:20][C:21]([CH3:23])([CH3:22])[CH3:24])[CH2:11][CH:12]1[CH2:17][CH2:16][CH2:15][CH2:14][CH2:13]1. The catalyst class is: 23. Reactant: C[Si](C)(C)CCOC([NH:8][CH2:9][C@@H:10]([NH:18][C:19](=[O:25])[O:20][C:21]([CH3:24])([CH3:23])[CH3:22])[CH2:11][CH:12]1[CH2:17][CH2:16][CH2:15][CH2:14][CH2:13]1)=O.[N+](CC)(CC)(CC)CC.[F-]. (2) Reactant: [CH3:1][O:2][C:3]1[CH:4]=[C:5]([NH:9][CH:10]([C:30]2[CH:35]=[CH:34][CH:33]=[CH:32][CH:31]=2)[C:11]([C:13]2[C:17]3[CH2:18][N:19](C(OC(C)(C)C)=O)[CH2:20][CH2:21][C:16]=3[N:15]([CH3:29])[N:14]=2)=[O:12])[CH:6]=[CH:7][CH:8]=1.[ClH:36]. Product: [ClH:36].[CH3:1][O:2][C:3]1[CH:4]=[C:5]([NH:9][CH:10]([C:30]2[CH:35]=[CH:34][CH:33]=[CH:32][CH:31]=2)[C:11]([C:13]2[C:17]3[CH2:18][NH:19][CH2:20][CH2:21][C:16]=3[N:15]([CH3:29])[N:14]=2)=[O:12])[CH:6]=[CH:7][CH:8]=1. The catalyst class is: 12. (3) Reactant: Cl[C:2]1[C:7]([N+:8]([O-:10])=[O:9])=[CH:6][N:5]=[C:4]2[CH:11]=[CH:12][S:13][C:3]=12.[NH2:14][C@H:15]1[CH2:20][CH2:19][C@H:18]([CH2:21][CH2:22][C:23]#[N:24])[CH2:17][CH2:16]1.C(N(CC)C(C)C)(C)C. Product: [N+:8]([C:7]1[C:2]([NH:14][C@H:15]2[CH2:20][CH2:19][C@H:18]([CH2:21][CH2:22][C:23]#[N:24])[CH2:17][CH2:16]2)=[C:3]2[S:13][CH:12]=[CH:11][C:4]2=[N:5][CH:6]=1)([O-:10])=[O:9]. The catalyst class is: 32. (4) Reactant: [C:1]([OH:5])(=[O:4])[CH:2]=[CH2:3].S(=O)(=O)(O)O.[CH2:11]=[C:12]1[CH:19]2[CH2:20][CH:15]3[CH2:16][CH:17]([CH2:21][CH:13]1[CH2:14]3)[CH2:18]2.[OH-].[Na+]. Product: [C:1]([O:5][C:12]1([CH3:11])[CH:13]2[CH2:21][CH:17]3[CH2:16][CH:15]([CH2:20][CH:19]1[CH2:18]3)[CH2:14]2)(=[O:4])[CH:2]=[CH2:3]. The catalyst class is: 11. (5) Reactant: [CH2:1]([CH:8]1[CH2:13][CH2:12][NH:11][CH2:10][CH2:9]1)[C:2]1[CH:7]=[CH:6][CH:5]=[CH:4][CH:3]=1.[C:14]([O:19][CH2:20][CH3:21])(=[O:18])/[CH:15]=[CH:16]/[CH3:17]. Product: [CH2:1]([CH:8]1[CH2:13][CH2:12][N:11]([CH:16]([CH3:17])[CH2:15][C:14]([O:19][CH2:20][CH3:21])=[O:18])[CH2:10][CH2:9]1)[C:2]1[CH:7]=[CH:6][CH:5]=[CH:4][CH:3]=1. The catalyst class is: 32. (6) Reactant: CS(C)=O.C(Cl)(=O)C(Cl)=O.C(=O)=O.CC(C)=O.[CH2:18]([O:21][C:22](=[O:53])[NH:23][C:24]1[CH:29]=[C:28]([O:30][Si:31]([CH:38]([CH3:40])[CH3:39])([CH:35]([CH3:37])[CH3:36])[CH:32]([CH3:34])[CH3:33])[C:27]([O:41][CH3:42])=[CH:26][C:25]=1[C:43]([N:45]1[CH:49]=[C:48]([CH3:50])[CH2:47][C@H:46]1[CH2:51][OH:52])=[O:44])[CH:19]=[CH2:20].C(N(CC)CC)C. Product: [OH:52][C@@H:51]1[N:23]([C:22]([O:21][CH2:18][CH:19]=[CH2:20])=[O:53])[C:24]2[CH:29]=[C:28]([O:30][Si:31]([CH:35]([CH3:37])[CH3:36])([CH:32]([CH3:34])[CH3:33])[CH:38]([CH3:39])[CH3:40])[C:27]([O:41][CH3:42])=[CH:26][C:25]=2[C:43](=[O:44])[N:45]2[CH:49]=[C:48]([CH3:50])[CH2:47][C@@H:46]12. The catalyst class is: 4.